This data is from Forward reaction prediction with 1.9M reactions from USPTO patents (1976-2016). The task is: Predict the product of the given reaction. Given the reactants [Cl:1][C:2]1[CH:7]=[CH:6][C:5]([CH:8]([C:22]2[CH:27]=[CH:26][C:25]([Cl:28])=[CH:24][C:23]=2[CH3:29])[N:9]2[CH2:14][CH2:13][N:12](C(OC(C)(C)C)=O)[CH2:11][CH2:10]2)=[C:4]([CH3:30])[CH:3]=1.CN1CCOCC1.[Si](I)(C)(C)C, predict the reaction product. The product is: [Cl:28][C:25]1[CH:26]=[CH:27][C:22]([CH:8]([C:5]2[CH:6]=[CH:7][C:2]([Cl:1])=[CH:3][C:4]=2[CH3:30])[N:9]2[CH2:10][CH2:11][NH:12][CH2:13][CH2:14]2)=[C:23]([CH3:29])[CH:24]=1.